Dataset: Full USPTO retrosynthesis dataset with 1.9M reactions from patents (1976-2016). Task: Predict the reactants needed to synthesize the given product. (1) The reactants are: [C:1]([O:5][C:6]([N:8]1[CH2:12][CH2:11][C:10]([O:16][CH3:17])([C:13]([OH:15])=O)[CH2:9]1)=[O:7])([CH3:4])([CH3:3])[CH3:2].[CH3:18][O:19][C:20]1[CH:25]=[C:24]([C:26]2[C:34]3[C:29](=[CH:30][CH:31]=[C:32]([NH2:35])[CH:33]=3)[N:28]([C:36]([C:49]3[CH:54]=[CH:53][CH:52]=[CH:51][CH:50]=3)([C:43]3[CH:48]=[CH:47][CH:46]=[CH:45][CH:44]=3)[C:37]3[CH:42]=[CH:41][CH:40]=[CH:39][CH:38]=3)[N:27]=2)[CH:23]=[CH:22][N:21]=1.CCN(CC)CC.CN(C(ON1N=NC2C=CC=NC1=2)=[N+](C)C)C.F[P-](F)(F)(F)(F)F. Given the product [C:1]([O:5][C:6]([N:8]1[CH2:12][CH2:11][C:10]([O:16][CH3:17])([C:13](=[O:15])[NH:35][C:32]2[CH:33]=[C:34]3[C:29](=[CH:30][CH:31]=2)[N:28]([C:36]([C:49]2[CH:54]=[CH:53][CH:52]=[CH:51][CH:50]=2)([C:37]2[CH:42]=[CH:41][CH:40]=[CH:39][CH:38]=2)[C:43]2[CH:44]=[CH:45][CH:46]=[CH:47][CH:48]=2)[N:27]=[C:26]3[C:24]2[CH:23]=[CH:22][N:21]=[C:20]([O:19][CH3:18])[CH:25]=2)[CH2:9]1)=[O:7])([CH3:2])([CH3:3])[CH3:4], predict the reactants needed to synthesize it. (2) Given the product [Br:8][C:4]1[CH:3]=[C:2]([CH:13]([C:12]2[CH:15]=[CH:16][CH:17]=[C:10]([Br:9])[CH:11]=2)[OH:14])[CH:7]=[CH:6][CH:5]=1, predict the reactants needed to synthesize it. The reactants are: Br[C:2]1[CH:7]=[CH:6][CH:5]=[C:4]([Br:8])[CH:3]=1.[Br:9][C:10]1[CH:11]=[C:12]([CH:15]=[CH:16][CH:17]=1)[CH:13]=[O:14]. (3) Given the product [C:1]([NH:4][C:5]([CH2:27][C:25]1[CH:24]=[C:23]([C:29]([F:31])([F:32])[F:30])[C:22]([NH2:33])=[C:21]([Cl:20])[CH:26]=1)([C:11]([O:13][CH2:14][CH3:15])=[O:12])[C:6]([O:8][CH2:9][CH3:10])=[O:7])(=[O:3])[CH3:2], predict the reactants needed to synthesize it. The reactants are: [C:1]([NH:4][CH:5]([C:11]([O:13][CH2:14][CH3:15])=[O:12])[C:6]([O:8][CH2:9][CH3:10])=[O:7])(=[O:3])[CH3:2].[Na].CCO.[Cl:20][C:21]1[CH:26]=[C:25]([CH2:27]Cl)[CH:24]=[C:23]([C:29]([F:32])([F:31])[F:30])[C:22]=1[NH2:33]. (4) The reactants are: [CH:1]([CH:3]1[CH2:7][CH:6]([CH:8]=O)[CH2:5][CH:4]1[O:10][C:11](=[O:13])[CH3:12])=O.[CH2:14]([NH2:21])[C:15]1[CH:20]=[CH:19][CH:18]=[CH:17][CH:16]=1.C(O)(=O)C.C(O[BH-](OC(=O)C)OC(=O)C)(=O)C.[Na+]. Given the product [CH2:14]([N:21]1[CH2:1][CH:3]2[CH2:7][CH:6]([CH2:5][CH:4]2[O:10][C:11](=[O:13])[CH3:12])[CH2:8]1)[C:15]1[CH:20]=[CH:19][CH:18]=[CH:17][CH:16]=1, predict the reactants needed to synthesize it. (5) Given the product [Br:1][C:2]1[CH:3]=[CH:4][N:5]2[C:10]=1[C:9]([O:11][C:12]1[CH:18]=[CH:17][C:15]([NH:16][C:27]([C:24]3[C:23](=[O:30])[N:22]([C:31]4[CH:32]=[CH:33][CH:34]=[CH:35][CH:36]=4)[N:21]([CH3:20])[C:25]=3[CH3:26])=[O:28])=[CH:14][C:13]=1[F:19])=[CH:8][CH:7]=[N:6]2, predict the reactants needed to synthesize it. The reactants are: [Br:1][C:2]1[CH:3]=[CH:4][N:5]2[C:10]=1[C:9]([O:11][C:12]1[CH:18]=[CH:17][C:15]([NH2:16])=[CH:14][C:13]=1[F:19])=[CH:8][CH:7]=[N:6]2.[CH3:20][N:21]1[C:25]([CH3:26])=[C:24]([C:27](O)=[O:28])[C:23](=[O:30])[N:22]1[C:31]1[CH:36]=[CH:35][CH:34]=[CH:33][CH:32]=1.CN(C(ON1N=NC2C=CC=NC1=2)=[N+](C)C)C.F[P-](F)(F)(F)(F)F.C(N(CC)CC)C. (6) Given the product [N+:43]([C:40]1[CH:41]=[CH:42][C:37](/[CH:36]=[CH:35]/[C:2]2[N:7]=[C:6]([NH2:8])[N:5]=[C:4]([NH:9][C:10]3[CH:15]=[CH:14][C:13]([O:16][C:17]4[CH:22]=[CH:21][N:20]=[C:19]([C:23]([F:26])([F:25])[F:24])[CH:18]=4)=[CH:12][CH:11]=3)[CH:3]=2)=[CH:38][CH:39]=1)([O-:45])=[O:44], predict the reactants needed to synthesize it. The reactants are: Cl[C:2]1[N:7]=[C:6]([NH2:8])[N:5]=[C:4]([NH:9][C:10]2[CH:15]=[CH:14][C:13]([O:16][C:17]3[CH:22]=[CH:21][N:20]=[C:19]([C:23]([F:26])([F:25])[F:24])[CH:18]=3)=[CH:12][CH:11]=2)[CH:3]=1.CC1(C)C(C)(C)OB(/[CH:35]=[CH:36]/[C:37]2[CH:42]=[CH:41][C:40]([N+:43]([O-:45])=[O:44])=[CH:39][CH:38]=2)O1.C([O-])([O-])=O.[Na+].[Na+]. (7) The reactants are: [C:1]1(P(C2C=CC=CC=2)C2C=CC=CC=2)[CH:6]=CC=C[CH:2]=1.N(C(OCC)=O)=NC(OCC)=O.[OH:32][C:33]1[C:42]2[C:37](=[N:38][CH:39]=[CH:40][CH:41]=2)[N:36]([CH2:43][CH2:44][CH:45]([CH3:47])[CH3:46])[C:35](=[O:48])[C:34]=1[C:49]1[NH:54][C:53]2[CH:55]=[CH:56][C:57]([NH:59][S:60](=[O:73])(=[O:72])[NH:61][C:62]([O:64][CH2:65][C:66]3[CH:71]=[CH:70][CH:69]=[CH:68][CH:67]=3)=[O:63])=[CH:58][C:52]=2[S:51](=[O:75])(=[O:74])[N:50]=1.C(O)CC.Cl. Given the product [OH:32][C:33]1[C:42]2[C:37](=[N:38][CH:39]=[CH:40][CH:41]=2)[N:36]([CH2:43][CH2:44][CH:45]([CH3:47])[CH3:46])[C:35](=[O:48])[C:34]=1[C:49]1[NH:54][C:53]2[CH:55]=[CH:56][C:57]([NH:59][S:60](=[O:73])(=[O:72])[N:61]([CH2:2][CH2:1][CH3:6])[C:62]([O:64][CH2:65][C:66]3[CH:71]=[CH:70][CH:69]=[CH:68][CH:67]=3)=[O:63])=[CH:58][C:52]=2[S:51](=[O:74])(=[O:75])[N:50]=1, predict the reactants needed to synthesize it. (8) Given the product [F:1][C:2]([F:7])([F:6])[C:3]([OH:5])=[O:4].[F:8][C:9]([F:14])([F:13])[C:10]([OH:12])=[O:11].[Cl:15][C:16]1[CH:17]=[N:18][C:19]2[NH:20][C:21]3[CH:22]=[CH:23][CH:24]=[C:25]([CH:43]=3)[CH2:26][CH2:27][C:28]3[CH:36]=[C:32]([NH:33][C:34]=1[N:35]=2)[CH:31]=[CH:30][C:29]=3[N:37]1[CH2:42][CH2:41][N:40]([C:45]([NH:44][C:47]2[CH:52]=[CH:51][CH:50]=[C:49]([C:53]([F:54])([F:55])[F:56])[CH:48]=2)=[O:46])[CH2:39][CH2:38]1, predict the reactants needed to synthesize it. The reactants are: [F:1][C:2]([F:7])([F:6])[C:3]([OH:5])=[O:4].[F:8][C:9]([F:14])([F:13])[C:10]([OH:12])=[O:11].[Cl:15][C:16]1[CH:17]=[N:18][C:19]2[NH:20][C:21]3[CH:22]=[CH:23][CH:24]=[C:25]([CH:43]=3)[CH2:26][CH2:27][C:28]3[CH:36]=[C:32]([NH:33][C:34]=1[N:35]=2)[CH:31]=[CH:30][C:29]=3[N:37]1[CH2:42][CH2:41][NH:40][CH2:39][CH2:38]1.[N:44]([C:47]1[CH:52]=[CH:51][CH:50]=[C:49]([C:53]([F:56])([F:55])[F:54])[CH:48]=1)=[C:45]=[O:46].